From a dataset of Reaction yield outcomes from USPTO patents with 853,638 reactions. Predict the reaction yield, written as a fraction of the theoretical maximum amount of product (1.0 means a 100% yield; for example, 0.34 means a 34% yield). (1) The reactants are [NH2:1][C:2]1[C:3]([NH:12][CH2:13][CH:14]([O:17][CH3:18])[O:15][CH3:16])=[C:4]([CH:9]=[CH:10][CH:11]=1)[C:5]([O:7][CH3:8])=[O:6].[Cl:19][C:20]1[CH:27]=[CH:26][CH:25]=[CH:24][C:21]=1[CH:22]=O. The catalyst is C(Cl)Cl. The product is [Cl:19][C:20]1[CH:27]=[CH:26][CH:25]=[CH:24][C:21]=1[C:22]1[N:12]([CH2:13][CH:14]([O:17][CH3:18])[O:15][CH3:16])[C:3]2[C:4]([C:5]([O:7][CH3:8])=[O:6])=[CH:9][CH:10]=[CH:11][C:2]=2[N:1]=1. The yield is 0.380. (2) The reactants are CO[C:3]1[CH:4]=[C:5]([N:9]2[C:21]3[CH:20]=[CH:19][C:18]([Br:22])=[CH:17][C:16]=3[C:15]3[C:10]2=[CH:11][CH:12]=[C:13](Br)[CH:14]=3)[CH:6]=[CH:7][CH:8]=1.C([Li])CCC.Cl[Si:30]([C:43]1[CH:48]=[CH:47][CH:46]=[CH:45][CH:44]=1)([C:37]1[CH:42]=[CH:41][CH:40]=[CH:39][CH:38]=1)[C:31]1[CH:36]=[CH:35][CH:34]=[CH:33][CH:32]=1.[Cl-].[NH4+]. The catalyst is C1COCC1. The product is [Br:22][C:18]1[CH:19]=[CH:20][C:21]2[N:9]([C:10]3[CH:15]=[CH:14][CH:13]=[CH:12][CH:11]=3)[C:5]3[C:6]([C:16]=2[CH:17]=1)=[CH:7][C:8]([Si:30]([C:37]1[CH:38]=[CH:39][CH:40]=[CH:41][CH:42]=1)([C:43]1[CH:48]=[CH:47][CH:46]=[CH:45][CH:44]=1)[C:31]1[CH:32]=[CH:33][CH:34]=[CH:35][CH:36]=1)=[CH:3][CH:4]=3. The yield is 0.740. (3) The yield is 0.800. The product is [Cl:28][C:25]1[CH:26]=[CH:27][C:22]([CH:20]([OH:21])[C:4]2[CH:3]=[C:2]([C:31]3[CH:36]=[CH:35][N:34]=[C:33]([NH:37][C:38](=[O:40])[CH3:39])[CH:32]=3)[S:6][C:5]=2[C:7]2[N:11]=[CH:10][N:9]([CH2:12][O:13][CH2:14][CH2:15][Si:16]([CH3:19])([CH3:18])[CH3:17])[N:8]=2)=[CH:23][CH:24]=1. The catalyst is O1CCOCC1.C1C=CC([P]([Pd]([P](C2C=CC=CC=2)(C2C=CC=CC=2)C2C=CC=CC=2)([P](C2C=CC=CC=2)(C2C=CC=CC=2)C2C=CC=CC=2)[P](C2C=CC=CC=2)(C2C=CC=CC=2)C2C=CC=CC=2)(C2C=CC=CC=2)C2C=CC=CC=2)=CC=1.[Cu]I. The reactants are Br[C:2]1[S:6][C:5]([C:7]2[N:11]=[CH:10][N:9]([CH2:12][O:13][CH2:14][CH2:15][Si:16]([CH3:19])([CH3:18])[CH3:17])[N:8]=2)=[C:4]([CH:20]([C:22]2[CH:27]=[CH:26][C:25]([Cl:28])=[CH:24][CH:23]=2)[OH:21])[CH:3]=1.C[Sn](C)(C)[C:31]1[CH:36]=[CH:35][N:34]=[C:33]([NH:37][C:38](=[O:40])[CH3:39])[CH:32]=1.[Cl-].[Li+]. (4) The reactants are [CH2:1]([N:3]1[CH2:7][CH2:6][CH2:5][CH:4]1[CH2:8][O:9][C:10]1[CH:11]=[C:12]2[C:17](=[CH:18][CH:19]=1)[CH:16]=[C:15]([C:20]1[C:28]3[C:23](=[CH:24][CH:25]=[C:26]([C:29]#[N:30])[CH:27]=3)[N:22](C3CCCCO3)[N:21]=1)[CH:14]=[CH:13]2)[CH3:2].[OH-].[K+].F[P-](F)(F)(F)(F)F.N1([O:55]C(N(C)C)=[N+](C)C)C2C=CC=CC=2N=N1.O.ON1C2C=CC=CC=2N=N1.C(N(CC)CC)C.[C:81](N)([CH2:84][CH3:85])([CH3:83])[CH3:82]. The catalyst is C(O)C.O. The product is [CH3:82][C:81]([NH:30][C:29]([C:26]1[CH:27]=[C:28]2[C:23](=[CH:24][CH:25]=1)[NH:22][N:21]=[C:20]2[C:15]1[CH:14]=[CH:13][C:12]2[C:17](=[CH:18][CH:19]=[C:10]([O:9][CH2:8][CH:4]3[CH2:5][CH2:6][CH2:7][N:3]3[CH2:1][CH3:2])[CH:11]=2)[CH:16]=1)=[O:55])([CH3:83])[CH2:84][CH3:85]. The yield is 0.335. (5) The reactants are [OH:1][C:2]1[CH:7]=[CH:6][C:5]([C:8]2[CH:13]=[CH:12][C:11]([CH:14]=O)=[C:10]([CH3:16])[CH:9]=2)=[CH:4][CH:3]=1.Cl.[NH2:18][OH:19].N1C=CC=CC=1. The catalyst is CO. The product is [OH:1][C:2]1[CH:7]=[CH:6][C:5]([C:8]2[CH:13]=[CH:12][C:11]([CH:14]=[N:18][OH:19])=[C:10]([CH3:16])[CH:9]=2)=[CH:4][CH:3]=1. The yield is 0.530. (6) The reactants are [CH:1]1([NH:7][C:8]2[CH:13]=[CH:12][C:11]([S:14]([NH2:17])(=[O:16])=[O:15])=[CH:10][C:9]=2[N+:18]([O-])=O)[CH2:6][CH2:5][CH2:4][CH2:3][CH2:2]1. The catalyst is CO.C(OCC)(=O)C.[Pd]. The product is [NH2:18][C:9]1[CH:10]=[C:11]([S:14]([NH2:17])(=[O:15])=[O:16])[CH:12]=[CH:13][C:8]=1[NH:7][CH:1]1[CH2:2][CH2:3][CH2:4][CH2:5][CH2:6]1. The yield is 1.00. (7) The reactants are [Br:1][C:2]1[CH:7]=[CH:6][C:5]([CH2:8][C:9]([O:11][CH2:12][CH3:13])=[O:10])=[CH:4][CH:3]=1.[H-].[Na+].[CH3:16]I.[NH4+].[Cl-]. The catalyst is CN(C=O)C. The product is [CH2:12]([O:11][C:9](=[O:10])[CH:8]([C:5]1[CH:4]=[CH:3][C:2]([Br:1])=[CH:7][CH:6]=1)[CH3:16])[CH3:13]. The yield is 0.370. (8) The reactants are [Cl:1][C:2]1[CH:3]=[CH:4][C:5]([O:12][CH2:13][C:14]([N:16]2[CH2:22][CH2:21][CH:20]([CH2:23][C:24]3[CH:29]=[CH:28][C:27]([F:30])=[CH:26][CH:25]=3)[O:19][CH2:18][CH2:17]2)=O)=[C:6]([NH:8][C:9]([NH2:11])=[O:10])[CH:7]=1. The catalyst is C1COCC1.CO. The product is [Cl:1][C:2]1[CH:3]=[CH:4][C:5]([O:12][CH2:13][CH2:14][N:16]2[CH2:22][CH2:21][CH:20]([CH2:23][C:24]3[CH:25]=[CH:26][C:27]([F:30])=[CH:28][CH:29]=3)[O:19][CH2:18][CH2:17]2)=[C:6]([NH:8][C:9]([NH2:11])=[O:10])[CH:7]=1. The yield is 0.310.